This data is from Full USPTO retrosynthesis dataset with 1.9M reactions from patents (1976-2016). The task is: Predict the reactants needed to synthesize the given product. (1) Given the product [NH2:11][C:8]1[N:7]=[CH:6][C:5]([CH2:4][OH:3])=[CH:10][CH:9]=1, predict the reactants needed to synthesize it. The reactants are: C([O:3][C:4](=O)[C:5]1[CH:10]=[CH:9][C:8]([NH2:11])=[N:7][CH:6]=1)C.[H-].[Al+3].[Li+].[H-].[H-].[H-].O.[OH-].[Na+]. (2) Given the product [NH:16]1[C:2]2[NH:1][C:9]3[C:4](=[CH:5][CH:6]=[CH:7][CH:8]=3)[C:3]=2[N:12]=[N:13][C:14]1=[S:15], predict the reactants needed to synthesize it. The reactants are: [NH:1]1[C:9]2[C:4](=[CH:5][CH:6]=[CH:7][CH:8]=2)[C:3](=O)[C:2]1=O.[NH2:12][NH:13][C:14]([NH2:16])=[S:15].C(=O)([O-])[O-].[K+].[K+].C(O)(=O)C. (3) Given the product [CH3:2][O:3][CH:4]=[C:46]([C:32]1[S:33][C:34]([C:36]2[CH:41]=[CH:40][C:39]([C:42]([F:45])([F:44])[F:43])=[CH:38][CH:37]=2)=[CH:35][C:31]=1[CH3:30])[CH3:47], predict the reactants needed to synthesize it. The reactants are: [Cl-].[CH3:2][O:3][CH2:4][P+](C1C=CC=CC=1)(C1C=CC=CC=1)C1C=CC=CC=1.CC(C)([O-])C.[K+].[CH3:30][C:31]1[CH:35]=[C:34]([C:36]2[CH:41]=[CH:40][C:39]([C:42]([F:45])([F:44])[F:43])=[CH:38][CH:37]=2)[S:33][C:32]=1[C:46](=O)[CH3:47].